From a dataset of Full USPTO retrosynthesis dataset with 1.9M reactions from patents (1976-2016). Predict the reactants needed to synthesize the given product. (1) Given the product [OH:9][CH2:10][C@H:11]1[O:15][CH:14]([N:16]2[CH:24]=[N:23][C:22]3[C:17]2=[N:18][C:19]([NH2:29])=[N:20][C:21]=3[NH:25][CH:26]2[CH2:28][CH2:27]2)[CH2:13][O:12]1, predict the reactants needed to synthesize it. The reactants are: C([O:9][CH2:10][C@H:11]1[O:15][CH:14]([N:16]2[CH:24]=[N:23][C:22]3[C:17]2=[N:18][C:19]([NH2:29])=[N:20][C:21]=3[NH:25][CH:26]2[CH2:28][CH2:27]2)[CH2:13][O:12]1)(=O)C1C=CC=CC=1.N. (2) Given the product [CH2:20]([O:19][C:29]([N:1]1[CH2:9][CH2:8][CH:4]([C:5](=[O:6])[NH2:7])[CH2:3][CH2:2]1)=[O:30])[C:21]1[CH:22]=[CH:23][CH:24]=[CH:25][CH:26]=1, predict the reactants needed to synthesize it. The reactants are: [NH:1]1[CH2:9][CH2:8][CH:4]([C:5]([NH2:7])=[O:6])[CH2:3][CH2:2]1.C(N(CC)CC)C.C(Cl)(=O)O[O:19][CH2:20][C:21]1[CH:26]=[CH:25][CH:24]=[CH:23][CH:22]=1.[C:29](=O)([O-])[OH:30].[Na+]. (3) Given the product [Cl:1][C:2]1[N:3]([CH2:22][O:23][CH3:24])[CH:4]=[CH:5][C:6](=[O:11])[C:7]=1[N+:8]([O-:10])=[O:9], predict the reactants needed to synthesize it. The reactants are: [Cl:1][C:2]1[C:7]([N+:8]([O-:10])=[O:9])=[C:6]([OH:11])[CH:5]=[CH:4][N:3]=1.CCN(C(C)C)C(C)C.Cl[CH2:22][O:23][CH3:24]. (4) Given the product [F:16][C:11]1[CH:12]=[C:13]2[C:8](=[CH:9][CH:10]=1)[N:7]([CH2:18][C:19]1[C:28]3[C:23](=[CH:24][CH:25]=[CH:26][CH:27]=3)[CH:22]=[CH:21][CH:20]=1)[C:6]([C:4]([OH:3])=[O:5])=[C:14]2[CH3:15], predict the reactants needed to synthesize it. The reactants are: C([O:3][C:4]([C:6]1[NH:7][C:8]2[C:13]([C:14]=1[CH3:15])=[CH:12][C:11]([F:16])=[CH:10][CH:9]=2)=[O:5])C.Br[CH2:18][C:19]1[C:28]2[C:23](=[CH:24][CH:25]=[CH:26][CH:27]=2)[CH:22]=[CH:21][CH:20]=1. (5) Given the product [CH2:16]([O:15][C:10](=[O:14])[C@H:11]([CH3:13])[NH:5][C:4]1[CH:6]=[CH:7][C:8]([Cl:9])=[C:2]([Cl:1])[CH:3]=1)[C:17]1[CH:22]=[CH:21][CH:20]=[CH:19][CH:18]=1, predict the reactants needed to synthesize it. The reactants are: [Cl:1][C:2]1[CH:3]=[C:4]([CH:6]=[CH:7][C:8]=1[Cl:9])[NH2:5].[C:10]([O:15][CH2:16][C:17]1[CH:22]=[CH:21][CH:20]=[CH:19][CH:18]=1)(=[O:14])[C:11]([CH3:13])=O. (6) Given the product [CH:24]1([NH:25][C:12](=[O:14])[C:11]2[CH:15]=[CH:16][C:8]([C:4]3[CH:5]=[CH:6][CH:7]=[C:2]([F:1])[CH:3]=3)=[N:9][CH:10]=2)[CH2:22][CH2:23]1, predict the reactants needed to synthesize it. The reactants are: [F:1][C:2]1[CH:3]=[C:4]([C:8]2[CH:16]=[CH:15][C:11]([C:12]([OH:14])=O)=[CH:10][N:9]=2)[CH:5]=[CH:6][CH:7]=1.C(N=C=N[CH2:22][CH2:23][CH2:24][N:25](C)C)C.ON1C2N=CC=CC=2N=N1.C1(N)CC1.